Dataset: Full USPTO retrosynthesis dataset with 1.9M reactions from patents (1976-2016). Task: Predict the reactants needed to synthesize the given product. Given the product [N+:15]([C:12]1[CH:13]=[CH:14][C:9]([O:8][C:6]2[N:5]=[CH:4][N:3]=[C:2]([NH:18][CH:19]3[CH2:24][CH2:23][CH:22]([OH:25])[CH2:21][CH2:20]3)[CH:7]=2)=[CH:10][CH:11]=1)([O-:17])=[O:16], predict the reactants needed to synthesize it. The reactants are: Cl[C:2]1[CH:7]=[C:6]([O:8][C:9]2[CH:14]=[CH:13][C:12]([N+:15]([O-:17])=[O:16])=[CH:11][CH:10]=2)[N:5]=[CH:4][N:3]=1.[NH2:18][CH:19]1[CH2:24][CH2:23][CH:22]([OH:25])[CH2:21][CH2:20]1.CC(O)C.CO.C(Cl)Cl.